Dataset: Full USPTO retrosynthesis dataset with 1.9M reactions from patents (1976-2016). Task: Predict the reactants needed to synthesize the given product. Given the product [C:1]([C:5]1[CH:6]=[C:7]([NH:26][C:27]([NH:29][C@@H:30]2[C:39]3[C:34](=[CH:35][CH:36]=[CH:37][CH:38]=3)[C@H:33]([O:40][C:41]3[CH:42]=[CH:43][C:44]4[N:45]([C:47]([N:50]([CH:51]([CH3:53])[CH3:52])[CH:54]([CH3:55])[CH3:56])=[N:48][N:49]=4)[CH:46]=3)[CH2:32][CH2:31]2)=[O:28])[N:8]([C:10]2[CH:15]=[CH:14][CH:13]=[C:12]([O:16][CH2:17][CH2:18][OH:19])[CH:11]=2)[N:9]=1)([CH3:4])([CH3:2])[CH3:3], predict the reactants needed to synthesize it. The reactants are: [C:1]([C:5]1[CH:6]=[C:7]([NH:26][C:27]([NH:29][C@@H:30]2[C:39]3[C:34](=[CH:35][CH:36]=[CH:37][CH:38]=3)[C@H:33]([O:40][C:41]3[CH:42]=[CH:43][C:44]4[N:45]([C:47]([N:50]([CH:54]([CH3:56])[CH3:55])[CH:51]([CH3:53])[CH3:52])=[N:48][N:49]=4)[CH:46]=3)[CH2:32][CH2:31]2)=[O:28])[N:8]([C:10]2[CH:15]=[CH:14][CH:13]=[C:12]([O:16][CH2:17][CH2:18][O:19]C3CCCCO3)[CH:11]=2)[N:9]=1)([CH3:4])([CH3:3])[CH3:2].C1(C)C=CC(S([O-])(=O)=O)=CC=1.[NH+]1C=CC=CC=1.